This data is from Forward reaction prediction with 1.9M reactions from USPTO patents (1976-2016). The task is: Predict the product of the given reaction. (1) Given the reactants [CH:1]([C:5]1[CH:10]=[CH:9][CH:8]=[CH:7][CH:6]=1)(CC)[CH3:2].C(#N)C.[OH:14]N1C(=O)C2=CC=CC=C2C1=O.O=O, predict the reaction product. The product is: [C:1]([C:5]1[CH:10]=[CH:9][CH:8]=[CH:7][CH:6]=1)(=[O:14])[CH3:2]. (2) Given the reactants [NH2:1][CH2:2][C@H:3]1[C@H:9]([C:10]2[CH:15]=[CH:14][C:13]([Cl:16])=[C:12]([Cl:17])[CH:11]=2)[O:8][CH2:7][CH2:6][N:5]([C:18]([O:20][C:21]([CH3:24])([CH3:23])[CH3:22])=[O:19])[CH2:4]1.[C:25]([O:29][C:30]([N-:32][S:33](N1C=CC(=[N+](C)C)C=C1)(=[O:35])=[O:34])=[O:31])([CH3:28])([CH3:27])[CH3:26], predict the reaction product. The product is: [C:25]([O:29][C:30]([NH:32][S:33]([NH:1][CH2:2][C@H:3]1[C@H:9]([C:10]2[CH:15]=[CH:14][C:13]([Cl:16])=[C:12]([Cl:17])[CH:11]=2)[O:8][CH2:7][CH2:6][N:5]([C:18]([O:20][C:21]([CH3:24])([CH3:23])[CH3:22])=[O:19])[CH2:4]1)(=[O:35])=[O:34])=[O:31])([CH3:28])([CH3:26])[CH3:27]. (3) The product is: [Br:1][CH2:2][C:3]([NH:18][C:9]1[CH:8]=[C:7]([CH3:6])[N:11]([CH:12]2[CH2:17][CH2:16][CH2:15][CH2:14][O:13]2)[N:10]=1)=[O:4]. Given the reactants [Br:1][CH2:2][C:3](Br)=[O:4].[CH3:6][C:7]1[N:11]([CH:12]2[CH2:17][CH2:16][CH2:15][CH2:14][O:13]2)[N:10]=[C:9]([NH2:18])[CH:8]=1.C(N(CC)CC)C, predict the reaction product. (4) Given the reactants C([O:3][C:4](=[O:38])[CH2:5][N:6]1[C:10]([C:11]2[CH:16]=[CH:15][CH:14]=[CH:13][C:12]=2[C:17]2[N:21]([C:22]([CH3:25])([CH3:24])[CH3:23])[C:20]3[CH:26]=[CH:27][C:28]([C:30]4[CH:31]=[N:32][C:33]([NH2:36])=[N:34][CH:35]=4)=[CH:29][C:19]=3[N:18]=2)=[N:9][C:8]([CH3:37])=[N:7]1)C, predict the reaction product. The product is: [NH2:36][C:33]1[N:34]=[CH:35][C:30]([C:28]2[CH:27]=[CH:26][C:20]3[N:21]([C:22]([CH3:23])([CH3:24])[CH3:25])[C:17]([C:12]4[CH:13]=[CH:14][CH:15]=[CH:16][C:11]=4[C:10]4[N:6]([CH2:5][C:4]([OH:38])=[O:3])[N:7]=[C:8]([CH3:37])[N:9]=4)=[N:18][C:19]=3[CH:29]=2)=[CH:31][N:32]=1. (5) Given the reactants [CH3:1][Si:2]([CH3:33])([CH3:32])[CH2:3][CH2:4][O:5][CH2:6][N:7]1[C:15]2[CH2:14][CH:13]([C:16]3C=NN(COCC[Si](C)(C)C)C=3)[CH2:12][CH2:11][C:10]=2[C:9]([C:29]([OH:31])=[O:30])=[N:8]1.[CH2:34]1C2(CCC(=O)CC2)C[S:35]1, predict the reaction product. The product is: [CH3:32][Si:2]([CH3:33])([CH3:1])[CH2:3][CH2:4][O:5][CH2:6][N:7]1[C:15]2[CH2:14][C:13]3([CH2:34][S:35][CH2:16]3)[CH2:12][CH2:11][C:10]=2[C:9]([C:29]([OH:31])=[O:30])=[N:8]1. (6) Given the reactants [C:1]([C:3]1[CH:29]=[CH:28][C:6]([O:7][CH2:8][C@@H:9]([OH:27])[CH2:10][N:11]2[CH2:18][CH:17]3[O:19][CH:13]([CH2:14][N:15](C(OC(C)(C)C)=O)[CH2:16]3)[CH2:12]2)=[CH:5][CH:4]=1)#[N:2].Cl, predict the reaction product. The product is: [OH:27][C@@H:9]([CH2:10][N:11]1[CH2:18][CH:17]2[O:19][CH:13]([CH2:14][NH:15][CH2:16]2)[CH2:12]1)[CH2:8][O:7][C:6]1[CH:28]=[CH:29][C:3]([C:1]#[N:2])=[CH:4][CH:5]=1.